This data is from Full USPTO retrosynthesis dataset with 1.9M reactions from patents (1976-2016). The task is: Predict the reactants needed to synthesize the given product. (1) Given the product [CH3:16][C:13]1([CH3:15])[C:12]([CH3:17])([CH3:18])[O:11][B:10]([C:5]#[C:4][C:3]2[CH:2]=[CH:26][CH:25]=[CH:24][CH:28]=2)[O:14]1, predict the reactants needed to synthesize it. The reactants are: [Li][CH2:2][CH2:3][CH2:4][CH3:5].C(O[B:10]1[O:14][C:13]([CH3:16])([CH3:15])[C:12]([CH3:18])([CH3:17])[O:11]1)(C)C.[C-]#[C-].[Li+].[Li+].Cl.[CH2:24]1[CH2:28]O[CH2:26][CH2:25]1. (2) Given the product [CH2:1]([C@@H:3]1[CH2:4][CH2:5][C@H:6]([O:9][C:10]2[C:11]([C:22]([F:23])([F:24])[F:25])=[C:12]3[C:17](=[CH:18][CH:19]=2)[CH:16]=[C:15]([CH:20]([OH:21])[CH2:27][CH3:28])[CH:14]=[CH:13]3)[CH2:7][CH2:8]1)[CH3:2], predict the reactants needed to synthesize it. The reactants are: [CH2:1]([CH:3]1[CH2:8][CH2:7][CH:6]([O:9][C:10]2[C:11]([C:22]([F:25])([F:24])[F:23])=[C:12]3[C:17](=[CH:18][CH:19]=2)[CH:16]=[C:15]([CH:20]=[O:21])[CH:14]=[CH:13]3)[CH2:5][CH2:4]1)[CH3:2].O1CC[CH2:28][CH2:27]1.CC(C)=O.C(=O)=O.C([Mg]Br)C.CCOCC. (3) Given the product [F:13][C:14]([F:18])([CH3:17])[CH2:15][O:16][C:2]1[C:11]([CH3:12])=[CH:10][C:5]([C:6]([OH:8])=[O:7])=[CH:4][N:3]=1, predict the reactants needed to synthesize it. The reactants are: F[C:2]1[C:11]([CH3:12])=[CH:10][C:5]([C:6]([O:8]C)=[O:7])=[CH:4][N:3]=1.[F:13][C:14]([F:18])([CH3:17])[CH2:15][OH:16]. (4) Given the product [CH3:30][N:29]([C:12]1[CH:13]=[CH:14][C:15]([NH:18][C:19]([NH:21][C:22]2[CH:23]=[CH:24][CH:25]=[CH:26][CH:27]=2)=[O:20])=[CH:16][CH:17]=1)[S:7]([C:5]1[S:6][C:2]([Cl:1])=[CH:3][CH:4]=1)(=[O:9])=[O:8], predict the reactants needed to synthesize it. The reactants are: [Cl:1][C:2]1[S:6][C:5]([S:7](Cl)(=[O:9])=[O:8])=[CH:4][CH:3]=1.C[C:12]1[CH:17]=[CH:16][C:15]([NH:18][C:19]([NH:21][C:22]2[CH:27]=[CH:26][CH:25]=[CH:24][CH:23]=2)=[O:20])=[C:14](N)[CH:13]=1.[N:29]1C=CC=C[CH:30]=1. (5) Given the product [ClH:37].[NH2:1][C:2]1([C:6]2[CH:11]=[CH:10][C:9]([C:12]3[C:13](=[O:36])[C:14]4[C:15]([O:28][C:29]=3[C:30]3[CH:35]=[CH:34][CH:33]=[CH:32][CH:31]=3)=[C:16]([C:20]3[CH:24]=[N:23][CH:26]=[CH:27][CH:21]=3)[N:17]=[CH:18][CH:19]=4)=[CH:8][CH:7]=2)[CH2:5][CH2:4][CH2:3]1, predict the reactants needed to synthesize it. The reactants are: [NH2:1][C:2]1([C:6]2[CH:11]=[CH:10][C:9]([C:12]3[C:13](=[O:36])[C:14]4[C:15]([O:28][C:29]=3[C:30]3[CH:35]=[CH:34][CH:33]=[CH:32][CH:31]=3)=[C:16]([C:20]3[C:21]([CH3:27])=N[N:23]([CH3:26])[C:24]=3C)[N:17]=[CH:18][CH:19]=4)=[CH:8][CH:7]=2)[CH2:5][CH2:4][CH2:3]1.[ClH:37]. (6) Given the product [Cl:1][C:2]1[CH:7]=[CH:6][C:5]([S:8]([N:11]2[CH:16]3[CH2:17][CH2:18][CH2:19][CH:12]2[C:13]2[CH:21]=[N:24][C:25]([NH2:27])=[N:26][C:14]=2[CH2:15]3)(=[O:10])=[O:9])=[CH:4][CH:3]=1, predict the reactants needed to synthesize it. The reactants are: [Cl:1][C:2]1[CH:7]=[CH:6][C:5]([S:8]([N:11]2[CH:16]3[CH2:17][CH2:18][CH2:19][CH:12]2[C:13](=[CH:21]O)[C:14](=O)[CH2:15]3)(=[O:10])=[O:9])=[CH:4][CH:3]=1.Cl.[NH2:24][C:25]([NH2:27])=[NH:26]. (7) The reactants are: [C:1]1([C:7]2[N:8]=[C:9]([C:23]3[CH:28]=[CH:27][N:26]=[C:25]([NH:29][C:30](=[O:33])[CH:31]=[CH2:32])[CH:24]=3)[S:10][C:11]=2[C:12]2[N:16]=[CH:15][N:14](C3CCCCO3)[N:13]=2)[CH:6]=[CH:5][CH:4]=[CH:3][CH:2]=1.C(N(CC)CC)C.[C:41]1([SH:47])[CH:46]=[CH:45][CH:44]=[CH:43][CH:42]=1. Given the product [C:41]1([S:47][CH2:32][CH2:31][C:30]([NH:29][C:25]2[CH:24]=[C:23]([C:9]3[S:10][C:11]([C:12]4[NH:16][CH:15]=[N:14][N:13]=4)=[C:7]([C:1]4[CH:2]=[CH:3][CH:4]=[CH:5][CH:6]=4)[N:8]=3)[CH:28]=[CH:27][N:26]=2)=[O:33])[CH:46]=[CH:45][CH:44]=[CH:43][CH:42]=1, predict the reactants needed to synthesize it.